From a dataset of Cav3 T-type calcium channel HTS with 100,875 compounds. Binary Classification. Given a drug SMILES string, predict its activity (active/inactive) in a high-throughput screening assay against a specified biological target. (1) The drug is s1c(nnc1NC(=O)Cc1c2c(oc1)cc(OC)cc2)C1CC1. The result is 0 (inactive). (2) The drug is Clc1cc(N2C(N3C(CCC3)C2=O)c2ccccc2)ccc1OC. The result is 0 (inactive). (3) The molecule is O1c2n[nH]c(c2C(Cc2ccccc2)C(=C1N)C#N)C. The result is 0 (inactive). (4) The molecule is O=C(N(c1nncnc1C(=O)NC)C)NCc1ccccc1. The result is 0 (inactive). (5) The compound is S(=O)(=O)(NCCOCCNS(=O)(=O)c1ccc(cc1)C)c1ccc(cc1)C. The result is 0 (inactive). (6) The molecule is S(=O)(=O)(N(CCCN1CCOCC1)Cc1cc(OC)c(OC)cc1)c1ccc(OC)cc1. The result is 0 (inactive). (7) The drug is S(Oc1cc2O\C(C(=O)c2cc1)=C/c1cccnc1)(=O)(=O)c1ccccc1. The result is 0 (inactive). (8) The compound is O(c1ccc(c2n(C(C)C)c(CCC(O)=O)cc2)cc1)C. The result is 0 (inactive). (9) The compound is S(=O)(=O)(N1CCC(CC1)C(=O)Nc1sccn1)c1cc2CCC(=O)Nc2cc1. The result is 0 (inactive). (10) The result is 0 (inactive). The drug is S1CCN=C1Nc1c(OC)cccc1.